This data is from Experimentally validated miRNA-target interactions with 360,000+ pairs, plus equal number of negative samples. The task is: Binary Classification. Given a miRNA mature sequence and a target amino acid sequence, predict their likelihood of interaction. (1) The miRNA is cel-miR-58a-3p with sequence UGAGAUCGUUCAGUACGGCAAU. The protein sequence of the target gene is MMKTLSSGNCTLNVPAKNSYRMVVLGASRVGKSSIVSRFLNGRFEDQYTPTIEDFHRKVYNIHGDMYQLDILDTSGNHPFPAMRRLSILTGDVFILVFSLDSRESFDEVKRLQKQILEVKSCLKNKTKEAAELPMVICGNKNDHSELCRQVPAMEAELLVSGDENCAYFEVSAKKNTNVNEMFYVLFSMAKLPHEMSPALHHKISVQYGDAFHPRPFCMRRTKVAGAYGMVSPFARRPSVNSDLKYIKAKVLREGQARERDKCSIQ. Result: 0 (no interaction). (2) The miRNA is rno-miR-485-5p with sequence AGAGGCUGGCCGUGAUGAAUUC. The protein sequence of the target gene is MPQPSVSGMDPPFGDAFRSHTFSEQTLMSTDLLANSSDPDFMYELDREMNYQQNPRDNFLSLEDCKDIENLETFTDVLDNEDALTSNWEQWDTYCEDLTKYTKLTSCDIWGTKEVDYLGLDDFSSPYQDEEVISKTPTLAQLNSEDSQSVSDSLYYPDSLFSVKQNPLPPSSFPSKKITNRAAAPVCSSKTLQAEVPSSDCVQKASKPTSSTQIMVKTNMYHNEKVNFHVECKDYVKKAKVKINPVQQGRPLLSQVHIDAAKENTCYCGAVAKRQERRGVEPHQGRGTPALPFKETQELL.... Result: 0 (no interaction). (3) The miRNA is ssc-miR-361-3p with sequence CCCCCAGGUGUGAUUCUGAUUUGC. The protein sequence of the target gene is MPQNEYIELHRKRYGYRLDYHEKKRKKEGREAHERSKKAKKMIGLKAKLYHKQRHAEKIQMKKTIKMHEKRNTKQKDDEKTPQGAVPAYLLDREGQSRAKVLSNMIKQKRKEKAGKWEVPLPKVRAQGETEVLKVIRTGKRKKKAWKRMVTKVCFVGDGFTRKPPKYERFIRPMGLRFKKAHVTHPELKATFCLPILGVKKNPSSPLYTTLGVITKGTVIEVNVSELGLVTQGGKVIWGKYAQVTNNPENDGCINAVLLV. Result: 0 (no interaction). (4) The miRNA is mmu-miR-2861 with sequence GGGGCCUGGCGGCGGGCGG. The protein sequence of the target gene is MLEAIDKNRALHAAERLQTKLRERGDVANEDKLSLLKSVLQSPLFSQILSLQTSVQQLKDQVNIATSATSNIEYAHVPHLSPAVIPTLQNESFLLSPNNGNLEALTGPGIPHINGKPACDEFDQLIKNMAQGRHVEVFELLKPPSGGLGFSVVGLRSENRGELGIFVQEIQEGSVAHRDGRLKETDQILAINGQALDQTITHQQAISILQKAKDTVQLVIARGSLPQLVSPIVSRSPSAASTISAHSNPVHWQHMETIELVNDGSGLGFGIIGGKATGVIVKTILPGGVADQHGRLCSGD.... Result: 0 (no interaction). (5) The miRNA is hsa-miR-19b-3p with sequence UGUGCAAAUCCAUGCAAAACUGA. The protein sequence of the target gene is MPFFGNTFSPKKTPPRKSASLSNLHSLDRSTREVELGLEYGSPTMNLAGQSLKFENGQWIAETGVSGGVDRREVQRLRRRNQQLEEENNLLRLKVDILLDMLSESTAESHLMEKELDELRISRKRK. Result: 1 (interaction).